This data is from Catalyst prediction with 721,799 reactions and 888 catalyst types from USPTO. The task is: Predict which catalyst facilitates the given reaction. Reactant: Cl.[NH:2]1[CH2:6][CH2:5][C:4](=[O:7])[NH:3]1.CCN(C(C)C)C(C)C.[C:17](Cl)([O:19][CH2:20][C:21]1[CH:26]=[CH:25][CH:24]=[CH:23][CH:22]=1)=[O:18]. Product: [O:7]=[C:4]1[CH2:5][CH2:6][N:2]([C:17]([O:19][CH2:20][C:21]2[CH:26]=[CH:25][CH:24]=[CH:23][CH:22]=2)=[O:18])[NH:3]1. The catalyst class is: 2.